From a dataset of Full USPTO retrosynthesis dataset with 1.9M reactions from patents (1976-2016). Predict the reactants needed to synthesize the given product. (1) Given the product [C:48]([O:47][C:45](=[O:46])[CH2:44][C:27]1([C:25]2[S:26][C:22]([Br:21])=[CH:23][CH:24]=2)[S:33](=[O:35])(=[O:34])[CH2:32][CH2:31][N:30]([C:36]([O:38][C:39]([CH3:42])([CH3:41])[CH3:40])=[O:37])[CH2:29][CH2:28]1)([CH3:51])([CH3:50])[CH3:49], predict the reactants needed to synthesize it. The reactants are: C([N-]C(C)C)(C)C.[Li+].C(NC(C)C)(C)C.C([Li])CCC.[Br:21][C:22]1[S:26][C:25]([CH:27]2[S:33](=[O:35])(=[O:34])[CH2:32][CH2:31][N:30]([C:36]([O:38][C:39]([CH3:42])([CH3:41])[CH3:40])=[O:37])[CH2:29][CH2:28]2)=[CH:24][CH:23]=1.Br[CH2:44][C:45]([O:47][C:48]([CH3:51])([CH3:50])[CH3:49])=[O:46].[Cl-].[NH4+]. (2) Given the product [C:15]([C:17]1[CH:24]=[CH:23][C:20]([CH:21]2[C:27]([C:28]([O:30][C@@H:31]([CH3:36])[C:32]([O:34][CH3:35])=[O:33])=[O:29])=[C:26]([CH3:37])[N:9]([C:5]3[CH:6]=[CH:7][CH:8]=[C:3]([C:2]([F:13])([F:14])[F:1])[CH:4]=3)[C:10](=[O:11])[NH:12]2)=[CH:19][CH:18]=1)#[N:16], predict the reactants needed to synthesize it. The reactants are: [F:1][C:2]([F:14])([F:13])[C:3]1[CH:4]=[C:5]([NH:9][C:10]([NH2:12])=[O:11])[CH:6]=[CH:7][CH:8]=1.[C:15]([C:17]1[CH:24]=[CH:23][C:20]([CH:21]=O)=[CH:19][CH:18]=1)#[N:16].O=[C:26]([CH3:37])[CH2:27][C:28]([O:30][C@@H:31]([CH3:36])[C:32]([O:34][CH3:35])=[O:33])=[O:29].